From a dataset of Forward reaction prediction with 1.9M reactions from USPTO patents (1976-2016). Predict the product of the given reaction. (1) The product is: [Br:1][C:2]1[CH:10]=[CH:9][C:8]([C:7]([OH:11])=[O:23])=[C:4]([CH2:13][C:12]([OH:19])=[O:18])[CH:3]=1. Given the reactants [Br:1][C:2]1[CH:3]=[C:4]2[C:8](=[CH:9][CH:10]=1)[C:7](=[O:11])CC2.[C:12]([O:19]CC)(=[O:18])[C:13](OCC)=O.C[O-:23].[Na+], predict the reaction product. (2) Given the reactants Br.[CH3:2][C@@H:3]1[CH2:7][CH2:6][CH2:5][NH:4]1.Br[CH2:9][CH2:10][CH2:11][OH:12].[N+:13]([C:16]1[CH:21]=[CH:20][C:19](O)=[CH:18][CH:17]=1)([O-])=O.CO.O.[C:26]1([CH3:36])[CH:31]=[CH:30][C:29]([S:32]([OH:35])(=[O:34])=[O:33])=[CH:28][CH:27]=1, predict the reaction product. The product is: [S:32]([C:29]1[CH:30]=[CH:31][C:26]([CH3:36])=[CH:27][CH:28]=1)([OH:35])(=[O:34])=[O:33].[CH3:2][C@@H:3]1[CH2:7][CH2:6][CH2:5][N:4]1[CH2:9][CH2:10][CH2:11][O:12][C:19]1[CH:20]=[CH:21][C:16]([NH2:13])=[CH:17][CH:18]=1.